From a dataset of Full USPTO retrosynthesis dataset with 1.9M reactions from patents (1976-2016). Predict the reactants needed to synthesize the given product. (1) Given the product [C:24]1([C:2]2[CH:7]=[CH:6][CH:5]=[C:4]([C:8]3[C@@:9]4([CH3:17])[C:14]([CH3:16])([CH3:15])[C@@H:12]([CH:13]=3)[CH2:11][CH2:10]4)[N:3]=2)[CH:29]=[CH:28][CH:27]=[CH:26][CH:25]=1, predict the reactants needed to synthesize it. The reactants are: Br[C:2]1[CH:7]=[CH:6][CH:5]=[C:4]([C:8]2[C@@:9]3([CH3:17])[C:14]([CH3:16])([CH3:15])[C@@H:12]([CH:13]=2)[CH2:11][CH2:10]3)[N:3]=1.C([O-])([O-])=O.[Na+].[Na+].[C:24]1(B(O)O)[CH:29]=[CH:28][CH:27]=[CH:26][CH:25]=1.N. (2) Given the product [NH2:8][CH:9]1[CH2:14][CH2:13][CH2:12][CH:11]([C:15]([O:17][CH3:18])=[O:16])[CH2:10]1, predict the reactants needed to synthesize it. The reactants are: C(OC([NH:8][CH:9]1[CH2:14][CH2:13][CH2:12][CH:11]([C:15]([O:17][CH3:18])=[O:16])[CH2:10]1)=O)(C)(C)C.Cl.CO. (3) Given the product [C:1]([C:4]1[CH:5]=[C:6]([C:11]2[N:15]([CH2:16][CH:17]3[CH2:18][CH2:19][CH2:20][CH2:21][CH2:22]3)[C:14]([CH3:23])=[C:13]([C:24]([O:26][CH2:27][CH3:28])=[O:25])[CH:12]=2)[CH:7]=[CH:8][C:9]=1[O:10][S:30]([C:33]([F:36])([F:35])[F:34])(=[O:31])=[O:29])(=[O:3])[CH3:2], predict the reactants needed to synthesize it. The reactants are: [C:1]([C:4]1[CH:5]=[C:6]([C:11]2[N:15]([CH2:16][CH:17]3[CH2:22][CH2:21][CH2:20][CH2:19][CH2:18]3)[C:14]([CH3:23])=[C:13]([C:24]([O:26][CH2:27][CH3:28])=[O:25])[CH:12]=2)[CH:7]=[CH:8][C:9]=1[OH:10])(=[O:3])[CH3:2].[O:29](S(C(F)(F)F)(=O)=O)[S:30]([C:33]([F:36])([F:35])[F:34])(=O)=[O:31]. (4) Given the product [CH2:1]([C@H:8]1[CH2:12][O:11][C:10](=[O:13])[N:9]1[C:14](=[O:28])[CH2:15][C:16]1[CH:20]=[CH:19][N:18]([C:21]2[CH:26]=[CH:25][C:24]([C:34]3[CH:35]=[CH:36][C:31]([C:29]#[N:30])=[CH:32][CH:33]=3)=[CH:23][CH:22]=2)[CH:17]=1)[C:2]1[CH:7]=[CH:6][CH:5]=[CH:4][CH:3]=1, predict the reactants needed to synthesize it. The reactants are: [CH2:1]([C@H:8]1[CH2:12][O:11][C:10](=[O:13])[N:9]1[C:14](=[O:28])[CH2:15][C:16]1[CH:20]=[CH:19][N:18]([C:21]2[CH:26]=[CH:25][C:24](F)=[CH:23][CH:22]=2)[CH:17]=1)[C:2]1[CH:7]=[CH:6][CH:5]=[CH:4][CH:3]=1.[C:29]([C:31]1[CH:36]=[CH:35][C:34](C2C=CC(N3C=CC(CC(O)=O)=C3)=CC=2)=[CH:33][CH:32]=1)#[N:30].C([C@H]1COC(=O)N1)C1C=CC=CC=1.CCOC(C)=O.